The task is: Predict the product of the given reaction.. This data is from Forward reaction prediction with 1.9M reactions from USPTO patents (1976-2016). (1) Given the reactants [CH3:13][C:12]([O:11][C:9](O[C:9]([O:11][C:12]([CH3:15])([CH3:14])[CH3:13])=[O:10])=[O:10])([CH3:15])[CH3:14].[NH2:16][C:17]1[N:18]([CH3:38])[C:19](=[O:37])[C:20]2([N:36]=1)[CH:33]1[CH:28]([CH2:29][C:30](=[O:34])[CH2:31][CH2:32]1)[O:27][C:26]1[C:21]2=[CH:22][C:23]([Br:35])=[CH:24][CH:25]=1, predict the reaction product. The product is: [Br:35][C:23]1[CH:22]=[C:21]2[C:26]([O:27][CH:28]3[CH:33]([C:20]42[C:19](=[O:37])[N:18]([CH3:38])[C:17]([NH:16][C:9](=[O:10])[O:11][C:12]([CH3:13])([CH3:14])[CH3:15])=[N:36]4)[CH2:32][CH2:31][C:30](=[O:34])[CH2:29]3)=[CH:25][CH:24]=1. (2) Given the reactants C(OC([N:8]1[C:16]2[C:11](=[CH:12][CH:13]=[CH:14][CH:15]=2)[C:10]([CH2:17][CH:18]([NH:31]C(OC(C)(C)C)=O)[CH2:19][O:20][C:21]2[CH:22]=[N:23][CH:24]=[C:25]([C:27](OC)=O)[CH:26]=2)=[CH:9]1)=O)(C)(C)C.[CH3:39][O:40][C:41]1[CH:42]=[C:43]2[C:48](=[CH:49][C:50]=1[O:51][CH3:52])[N:47]=[CH:46][C:45]([C:53]#[N:54])=[C:44]2[CH3:55].[Li+].C[Si]([N-:61][Si](C)(C)C)(C)C.C(=O)=O.C(O)(C(F)(F)F)=O, predict the reaction product. The product is: [NH2:31][C@@H:18]([CH2:17][C:10]1[C:11]2[C:16](=[CH:15][CH:14]=[CH:13][CH:12]=2)[NH:8][CH:9]=1)[CH2:19][O:20][C:21]1[CH:26]=[C:25]([C:27]2[CH:55]=[C:44]3[C:45](=[C:53]([NH2:61])[N:54]=2)[CH:46]=[N:47][C:48]2[CH:49]=[C:50]([O:51][CH3:52])[C:41]([O:40][CH3:39])=[CH:42][C:43]3=2)[CH:24]=[N:23][CH:22]=1.